Dataset: Reaction yield outcomes from USPTO patents with 853,638 reactions. Task: Predict the reaction yield, written as a fraction of the theoretical maximum amount of product (1.0 means a 100% yield; for example, 0.34 means a 34% yield). (1) The reactants are [Cl:1][C:2]1[C:3]2[CH2:31][NH:30][C:29](=[O:32])[C:4]=2[C:5]([C:23]2[CH:24]=[N:25][N:26]([CH3:28])[CH:27]=2)=[N:6][C:7]=1[NH:8][C@@H:9]1[CH2:14][CH2:13][CH2:12][CH2:11][C@@H:10]1[NH:15]C(=O)OC(C)(C)C.Cl. The catalyst is CC(O)=O. The product is [NH2:15][C@H:10]1[CH2:11][CH2:12][CH2:13][CH2:14][C@H:9]1[NH:8][C:7]1[N:6]=[C:5]([C:23]2[CH:24]=[N:25][N:26]([CH3:28])[CH:27]=2)[C:4]2[C:29](=[O:32])[NH:30][CH2:31][C:3]=2[C:2]=1[Cl:1]. The yield is 0.639. (2) The reactants are [Br:1][C:2]1[CH:3]=[C:4]([NH2:9])[C:5]([NH2:8])=[CH:6][CH:7]=1.COCCOC.CO.[CH3:18][O:19][C:20]([NH:22][C:23](=NC(OC)=O)SC)=[O:21]. The catalyst is C(OCC)C. The product is [Br:1][C:2]1[CH:7]=[CH:6][C:5]2[N:8]=[C:23]([NH:22][C:20](=[O:21])[O:19][CH3:18])[NH:9][C:4]=2[CH:3]=1. The yield is 0.770. (3) The reactants are Br[C:2]1[CH:3]=[N:4][C:5]2[CH2:6][CH2:7][N:8]([C:12]([C:14]3[CH:19]=[CH:18][C:17]([F:20])=[CH:16][CH:15]=3)=[O:13])[CH2:9][C:10]=2[CH:11]=1.[CH2:21]([Sn](CCCC)(CCCC)C=C)[CH2:22]CC. The catalyst is C1(C)C=CC=CC=1.C1C=CC([P]([Pd]([P](C2C=CC=CC=2)(C2C=CC=CC=2)C2C=CC=CC=2)([P](C2C=CC=CC=2)(C2C=CC=CC=2)C2C=CC=CC=2)[P](C2C=CC=CC=2)(C2C=CC=CC=2)C2C=CC=CC=2)(C2C=CC=CC=2)C2C=CC=CC=2)=CC=1. The product is [F:20][C:17]1[CH:18]=[CH:19][C:14]([C:12]([N:8]2[CH2:7][CH2:6][C:5]3[N:4]=[CH:3][C:2]([CH:21]=[CH2:22])=[CH:11][C:10]=3[CH2:9]2)=[O:13])=[CH:15][CH:16]=1. The yield is 0.820. (4) The reactants are [C:1]([C:5]1[CH:10]=[CH:9][C:8]([C:11]2[CH:16]=[CH:15][C:14]([C:17]([CH3:20])([CH3:19])[CH3:18])=[CH:13][CH:12]=2)=[CH:7][CH:6]=1)([CH3:4])([CH3:3])[CH3:2].C(OC(=O)C)(=O)C.C(O)(=O)C.[N+:32]([O-])([OH:34])=[O:33]. The catalyst is C(Cl)(Cl)Cl. The product is [C:17]([C:14]1[CH:13]=[CH:12][C:11]([C:8]2[CH:9]=[CH:10][C:5]([C:1]([CH3:4])([CH3:3])[CH3:2])=[CH:6][CH:7]=2)=[C:16]([N+:32]([O-:34])=[O:33])[CH:15]=1)([CH3:20])([CH3:19])[CH3:18]. The yield is 0.630.